Regression. Given a peptide amino acid sequence and an MHC pseudo amino acid sequence, predict their binding affinity value. This is MHC class II binding data. From a dataset of Peptide-MHC class II binding affinity with 134,281 pairs from IEDB. (1) The peptide sequence is VAVIWYDGSNKYYAD. The binding affinity (normalized) is 0.655. The MHC is DRB1_0101 with pseudo-sequence DRB1_0101. (2) The peptide sequence is SFELLNAPATVCGPK. The MHC is DRB1_0301 with pseudo-sequence DRB1_0301. The binding affinity (normalized) is 0. (3) The MHC is DRB4_0103 with pseudo-sequence DRB4_0103. The peptide sequence is RQEKWMTGRMGERQL. The binding affinity (normalized) is 0.499. (4) The peptide sequence is TPGQCNMVVERLGDY. The MHC is HLA-DPA10103-DPB10401 with pseudo-sequence HLA-DPA10103-DPB10401. The binding affinity (normalized) is 0.305. (5) The peptide sequence is IIVILSPLLNAQN. The binding affinity (normalized) is 1.00. The MHC is DRB1_1501 with pseudo-sequence DRB1_1501. (6) The peptide sequence is AEKFKEDVINDFVSS. The MHC is DRB1_1302 with pseudo-sequence DRB1_1302. The binding affinity (normalized) is 0.598.